Dataset: NCI-60 drug combinations with 297,098 pairs across 59 cell lines. Task: Regression. Given two drug SMILES strings and cell line genomic features, predict the synergy score measuring deviation from expected non-interaction effect. (1) Drug 1: C1=CC(=CC=C1C#N)C(C2=CC=C(C=C2)C#N)N3C=NC=N3. Drug 2: CS(=O)(=O)CCNCC1=CC=C(O1)C2=CC3=C(C=C2)N=CN=C3NC4=CC(=C(C=C4)OCC5=CC(=CC=C5)F)Cl. Cell line: UACC-257. Synergy scores: CSS=-0.941, Synergy_ZIP=0.117, Synergy_Bliss=-2.68, Synergy_Loewe=-4.19, Synergy_HSA=-4.70. (2) Drug 1: CN(C)N=NC1=C(NC=N1)C(=O)N. Drug 2: C1C(C(OC1N2C=C(C(=O)NC2=O)F)CO)O. Cell line: HS 578T. Synergy scores: CSS=17.0, Synergy_ZIP=-1.19, Synergy_Bliss=-2.59, Synergy_Loewe=-13.5, Synergy_HSA=-2.28. (3) Drug 1: CCC1(CC2CC(C3=C(CCN(C2)C1)C4=CC=CC=C4N3)(C5=C(C=C6C(=C5)C78CCN9C7C(C=CC9)(C(C(C8N6C)(C(=O)OC)O)OC(=O)C)CC)OC)C(=O)OC)O.OS(=O)(=O)O. Drug 2: CC1=C(C(=O)C2=C(C1=O)N3CC4C(C3(C2COC(=O)N)OC)N4)N. Cell line: RXF 393. Synergy scores: CSS=2.13, Synergy_ZIP=-0.978, Synergy_Bliss=0.788, Synergy_Loewe=-2.26, Synergy_HSA=-1.29. (4) Cell line: NCIH23. Drug 2: CCN(CC)CCCC(C)NC1=C2C=C(C=CC2=NC3=C1C=CC(=C3)Cl)OC. Synergy scores: CSS=0.785, Synergy_ZIP=-4.51, Synergy_Bliss=-1.31, Synergy_Loewe=-18.9, Synergy_HSA=-4.22. Drug 1: CNC(=O)C1=NC=CC(=C1)OC2=CC=C(C=C2)NC(=O)NC3=CC(=C(C=C3)Cl)C(F)(F)F.